The task is: Predict the reactants needed to synthesize the given product.. This data is from Full USPTO retrosynthesis dataset with 1.9M reactions from patents (1976-2016). (1) Given the product [NH2:13][C:14]1[C:15]([O:16][CH3:17])=[C:7]([Cl:6])[C:8]([Br:21])=[CH:9][C:10]=1[C:11]([OH:19])=[O:3], predict the reactants needed to synthesize it. The reactants are: OO.[OH2:3].[OH-].[Na+].[Cl:6][C:7]1[C:15]([O:16][CH3:17])=[C:14]2[C:10]([C:11](=[O:19])C(=O)[NH:13]2)=[CH:9][CH:8]=1.Cl.[Br:21]Br. (2) The reactants are: Cl.[NH2:2][CH2:3][C:4]1[CH:25]=[CH:24][C:7]([C:8]([NH:10][C:11]2[CH:16]=[CH:15][C:14]([Cl:17])=[C:13]([C:18]3[CH:23]=[CH:22][CH:21]=[CH:20][N:19]=3)[CH:12]=2)=[O:9])=[CH:6][CH:5]=1.[NH:26]1[CH2:30][CH2:29][N:28]=[C:27]1N1C(C)=CC(C)=N1.CCN(C(C)C)C(C)C. Given the product [Cl:17][C:14]1[CH:15]=[CH:16][C:11]([NH:10][C:8](=[O:9])[C:7]2[CH:6]=[CH:5][C:4]([CH2:3][NH:2][C:27]3[NH:28][CH2:29][CH2:30][N:26]=3)=[CH:25][CH:24]=2)=[CH:12][C:13]=1[C:18]1[CH:23]=[CH:22][CH:21]=[CH:20][N:19]=1, predict the reactants needed to synthesize it. (3) The reactants are: [CH:1]1([C:4](O)=O)[CH2:3][CH2:2]1.C1N=CN(C(N2C=NC=C2)=O)C=1.[CH:19]1([C:22]2[C:23]([O:32][CH2:33][CH:34]3[CH2:36][CH2:35]3)=[CH:24][C:25]([C:28](=[N:30][OH:31])[NH2:29])=[N:26][CH:27]=2)[CH2:21][CH2:20]1. Given the product [CH:1]1([C:4]2[O:31][N:30]=[C:28]([C:25]3[CH:24]=[C:23]([O:32][CH2:33][CH:34]4[CH2:36][CH2:35]4)[C:22]([CH:19]4[CH2:21][CH2:20]4)=[CH:27][N:26]=3)[N:29]=2)[CH2:3][CH2:2]1, predict the reactants needed to synthesize it. (4) The reactants are: [NH2:1][C:2]1[CH:11]=[C:10]([O:12][CH3:13])[CH:9]=[C:8]2[C:3]=1[CH:4]=[CH:5][C:6]([CH3:15])([CH3:14])[O:7]2.Cl[C:17]1[C:18]([C:30]([OH:32])=[O:31])=[CH:19][C:20]2[C:25]([C:26]=1[N+:27]([O-:29])=[O:28])=[CH:24][CH:23]=[CH:22][CH:21]=2.C([O-])(=O)C.[K+].CC(O)C. Given the product [CH3:14][C:6]1([CH3:15])[CH:5]=[CH:4][C:3]2[C:8](=[CH:9][C:10]([O:12][CH3:13])=[CH:11][C:2]=2[NH:1][C:17]2[C:18]([C:30]([OH:32])=[O:31])=[CH:19][C:20]3[C:25]([C:26]=2[N+:27]([O-:29])=[O:28])=[CH:24][CH:23]=[CH:22][CH:21]=3)[O:7]1, predict the reactants needed to synthesize it. (5) Given the product [CH3:17][N:8]1[C:7]2[CH:12]=[CH:13][C:4]([N+:1]([O-:3])=[O:2])=[CH:5][C:6]=2[O:11][CH2:10][CH2:9]1, predict the reactants needed to synthesize it. The reactants are: [N+:1]([C:4]1[CH:13]=[CH:12][C:7]2[NH:8][CH2:9][CH2:10][O:11][C:6]=2[CH:5]=1)([O-:3])=[O:2].C=O.[BH3-][C:17]#N.[Na+]. (6) Given the product [CH3:36][O:35][C:34]1[C:3](=[O:2])[C:4]([CH3:41])=[C:5]([CH2:6][C:7]2[CH:8]=[CH:9][C:10]([C:26]3[CH:27]=[CH:28][N:29]=[CH:30][CH:31]=3)=[C:11]([CH:25]=2)[C:12]([NH:14][C:15]2[CH:16]=[CH:17][C:18]([C:21]([F:23])([F:24])[F:22])=[CH:19][CH:20]=2)=[O:13])[C:32](=[O:39])[C:33]=1[O:37][CH3:38], predict the reactants needed to synthesize it. The reactants are: C[O:2][C:3]1[C:4]([CH3:41])=[C:5]([C:32]([O:39]C)=[C:33]([O:37][CH3:38])[C:34]=1[O:35][CH3:36])[CH2:6][C:7]1[CH:8]=[CH:9][C:10]([C:26]2[CH:31]=[CH:30][N:29]=[CH:28][CH:27]=2)=[C:11]([CH:25]=1)[C:12]([NH:14][C:15]1[CH:20]=[CH:19][C:18]([C:21]([F:24])([F:23])[F:22])=[CH:17][CH:16]=1)=[O:13].O=[N+]([O-])[O-].[O-][N+](=O)[O-].[O-][N+](=O)[O-].[O-][N+](=O)[O-].[O-][N+](=O)[O-].[O-][N+](=O)[O-].[Ce+4].[NH4+].[NH4+]. (7) The reactants are: [CH3:1][O:2][C:3]([C:5]1[CH2:6][N:7]([C:19]([O:21][C:22]([CH3:25])([CH3:24])[CH3:23])=[O:20])[CH2:8][CH2:9][C:10]=1OS(C(F)(F)F)(=O)=O)=[O:4].[Cl:26][C:27]1[C:32]([F:33])=[CH:31][CH:30]=[C:29]([F:34])[C:28]=1[C:35]1[CH:39]=[C:38]([CH2:40][O:41][C:42]2[CH:47]=[CH:46][C:45](B3OC(C)(C)C(C)(C)O3)=[CH:44][N:43]=2)[O:37][N:36]=1.C([O-])([O-])=O.[Na+].[Na+]. Given the product [CH3:1][O:2][C:3]([C:5]1[CH2:6][N:7]([C:19]([O:21][C:22]([CH3:23])([CH3:24])[CH3:25])=[O:20])[CH2:8][CH2:9][C:10]=1[C:45]1[CH:44]=[N:43][C:42]([O:41][CH2:40][C:38]2[O:37][N:36]=[C:35]([C:28]3[C:29]([F:34])=[CH:30][CH:31]=[C:32]([F:33])[C:27]=3[Cl:26])[CH:39]=2)=[CH:47][CH:46]=1)=[O:4], predict the reactants needed to synthesize it.